This data is from Reaction yield outcomes from USPTO patents with 853,638 reactions. The task is: Predict the reaction yield, written as a fraction of the theoretical maximum amount of product (1.0 means a 100% yield; for example, 0.34 means a 34% yield). The reactants are C(O)(=O)C.Br[C:6]1[CH:7]=[C:8]([C:12]2([C:22]3[CH:23]=[N:24][C:25]([C:28]([F:31])([F:30])[F:29])=[CH:26][CH:27]=3)[C:20]3[C:15](=[CH:16][CH:17]=[CH:18][CH:19]=3)[C:14]([NH2:21])=[N:13]2)[CH:9]=[CH:10][CH:11]=1.[N:32]1[CH:37]=[C:36](B(O)O)[CH:35]=[N:34][CH:33]=1.C(=O)([O-])[O-].[Cs+].[Cs+]. The catalyst is COCCOC.C(O)C.O. The product is [N:32]1[CH:37]=[C:36]([C:6]2[CH:7]=[C:8]([C:12]3([C:22]4[CH:23]=[N:24][C:25]([C:28]([F:29])([F:30])[F:31])=[CH:26][CH:27]=4)[C:20]4[C:15](=[CH:16][CH:17]=[CH:18][CH:19]=4)[C:14]([NH2:21])=[N:13]3)[CH:9]=[CH:10][CH:11]=2)[CH:35]=[N:34][CH:33]=1. The yield is 0.260.